This data is from Full USPTO retrosynthesis dataset with 1.9M reactions from patents (1976-2016). The task is: Predict the reactants needed to synthesize the given product. (1) Given the product [Br:30][C:14]1[NH:15][C:16]2[C:12]([CH:13]=1)=[C:11]([N+:20]([O-:22])=[O:21])[C:10]([O:9][C:8]1[CH:7]=[CH:6][C:5]([CH2:23][C:24]([O:26][CH3:27])=[O:25])=[CH:4][C:3]=1[O:2][CH3:1])=[CH:18][CH:17]=2, predict the reactants needed to synthesize it. The reactants are: [CH3:1][O:2][C:3]1[CH:4]=[C:5]([CH2:23][C:24]([O:26][CH3:27])=[O:25])[CH:6]=[CH:7][C:8]=1[O:9][C:10]1[C:11]([N+:20]([O-:22])=[O:21])=[C:12]2[C:16](=[CH:17][CH:18]=1)[NH:15][C:14](=O)[CH2:13]2.P(Br)(Br)([Br:30])=O.N1C=CN=C1. (2) Given the product [CH3:1][C:2]1[C:6]([C:7]2[CH:12]=[C:11]([CH:10]=[CH:9][C:8]=2[O:16][CH3:17])[NH2:13])=[C:5]([CH3:18])[O:4][N:3]=1.[CH3:1][C:2]1[C:6]([C:7]2[CH:12]=[C:11]([NH2:13])[CH:10]=[CH:9][C:8]=2[O:16][CH3:17])=[C:5]([CH3:18])[O:4][N:3]=1, predict the reactants needed to synthesize it. The reactants are: [CH3:1][C:2]1[C:6]([C:7]2[CH:12]=[C:11]([N+:13]([O-])=O)[CH:10]=[CH:9][C:8]=2[O:16][CH3:17])=[C:5]([CH3:18])[O:4][N:3]=1.O.CC1C=C2N=C3C(=NC(NC3=O)=O)N(C[C@H](O)[C@H](O)[C@H](O)CO)C2=CC=1C. (3) Given the product [N:24]1([CH2:12][C@H:13]2[NH:14][C:15](=[O:17])[CH2:16]2)[CH2:29][CH2:28][CH2:27][CH2:26][CH2:25]1, predict the reactants needed to synthesize it. The reactants are: CC1C=CC(S(O[CH2:12][C@@H:13]2[CH2:16][C:15](=[O:17])[NH:14]2)(=O)=O)=CC=1.C(=O)([O-])[O-].[K+].[K+].[NH:24]1[CH2:29][CH2:28][CH2:27][CH2:26][CH2:25]1. (4) Given the product [CH2:23]([O:22][CH:20]([O:21][CH2:28][CH2:27][I:26])[CH3:19])[CH3:24], predict the reactants needed to synthesize it. The reactants are: C([N-]C(C)C)(C)C.[Li+].C(OCC(O)[CH2:19][C:20]([O:22][CH2:23][CH3:24])=[O:21])C1C=CC=CC=1.[I:26][CH2:27][CH2:28]O.C(OCC)=C. (5) The reactants are: [Cl:1][C:2]1[CH:7]=[CH:6][C:5]([N+:8]([O-:10])=[O:9])=[CH:4][C:3]=1[CH2:11][C:12]([OH:14])=O.C1N=CN(C(N2C=NC=C2)=O)C=1.Cl.[CH3:28][O:29][NH2:30]. Given the product [Cl:1][C:2]1[CH:7]=[CH:6][C:5]([N+:8]([O-:10])=[O:9])=[CH:4][C:3]=1[CH2:11][C:12]([NH:30][O:29][CH3:28])=[O:14], predict the reactants needed to synthesize it. (6) Given the product [O:18]=[S:2]1(=[O:1])[CH2:6][CH2:5][CH2:4][N:3]1[C:7]1[CH:15]=[CH:14][C:10]([C:11]([N:31]2[CH2:32][CH2:33][N:28]([C:21]3[C:20]([CH3:19])=[CH:25][C:24]([CH3:26])=[C:23]([CH3:27])[N:22]=3)[CH2:29][CH2:30]2)=[O:13])=[C:9]([O:16][CH3:17])[CH:8]=1, predict the reactants needed to synthesize it. The reactants are: [O:1]=[S:2]1(=[O:18])[CH2:6][CH2:5][CH2:4][N:3]1[C:7]1[CH:15]=[CH:14][C:10]([C:11]([OH:13])=O)=[C:9]([O:16][CH3:17])[CH:8]=1.[CH3:19][C:20]1[C:21]([N:28]2[CH2:33][CH2:32][NH:31][CH2:30][CH2:29]2)=[N:22][C:23]([CH3:27])=[C:24]([CH3:26])[CH:25]=1. (7) Given the product [Cl:1][C:2]1[CH:9]=[CH:8][C:5]([CH:6]=[O:7])=[C:4]([N:11]2[CH:15]=[N:14][CH:13]=[N:12]2)[CH:3]=1, predict the reactants needed to synthesize it. The reactants are: [Cl:1][C:2]1[CH:9]=[CH:8][C:5]([CH:6]=[O:7])=[C:4](F)[CH:3]=1.[NH:11]1[CH:15]=[N:14][CH:13]=[N:12]1.C(=O)([O-])[O-].[K+].[K+].O.